From a dataset of Catalyst prediction with 721,799 reactions and 888 catalyst types from USPTO. Predict which catalyst facilitates the given reaction. (1) The catalyst class is: 24. Reactant: CS(C)=O.C(=O)([O-])[O-:6].[K+].[K+].OO.[O:13]=[C:14]1[CH2:19][CH2:18][CH2:17][CH2:16][N:15]1[C:20]1[CH:25]=[CH:24][C:23]([NH:26][C:27]([C:29]2[CH2:33][CH2:32][CH2:31][C:30]=2[C:34]2[CH:39]=[CH:38][CH:37]=[C:36]([C:40]#[N:41])[CH:35]=2)=[O:28])=[CH:22][CH:21]=1. Product: [O:13]=[C:14]1[CH2:19][CH2:18][CH2:17][CH2:16][N:15]1[C:20]1[CH:21]=[CH:22][C:23]([NH:26][C:27]([C:29]2[CH2:33][CH2:32][CH2:31][C:30]=2[C:34]2[CH:35]=[C:36]([CH:37]=[CH:38][CH:39]=2)[C:40]([NH2:41])=[O:6])=[O:28])=[CH:24][CH:25]=1. (2) Reactant: [CH3:1][O:2][C:3]1[C:4]([O:12][CH2:13][CH2:14][CH3:15])=[C:5]([CH2:9][NH:10][CH3:11])[CH:6]=[CH:7][CH:8]=1.[O:16]=[C:17]1[CH2:22][O:21][C:20]2[CH:23]=[C:24](/[CH:27]=[CH:28]/[C:29]([OH:31])=O)[CH:25]=[N:26][C:19]=2[NH:18]1.ON1C2C=CC=CC=2N=N1.C(N(C(C)C)CC)(C)C. Product: [CH3:1][O:2][C:3]1[C:4]([O:12][CH2:13][CH2:14][CH3:15])=[C:5]([CH:6]=[CH:7][CH:8]=1)[CH2:9][N:10]([CH3:11])[C:29](=[O:31])/[CH:28]=[CH:27]/[C:24]1[CH:25]=[N:26][C:19]2[NH:18][C:17](=[O:16])[CH2:22][O:21][C:20]=2[CH:23]=1. The catalyst class is: 3. (3) Reactant: [F:1][C:2]1[CH:24]=[CH:23][C:5]([CH2:6][CH:7]2[CH2:11][C:10](=[O:12])[CH:9]([C:13]3[C:18]([CH3:19])=[CH:17][C:16]([CH3:20])=[CH:15][C:14]=3[CH3:21])[C:8]2=[O:22])=[CH:4][CH:3]=1.C(N(CC)CC)C.[C:32](Cl)(=[O:37])[C:33]([CH3:36])([CH3:35])[CH3:34]. Product: [F:1][C:2]1[CH:24]=[CH:23][C:5]([CH2:6][CH:7]2[CH2:11][C:10]([O:12][C:32](=[O:37])[C:33]([CH3:36])([CH3:35])[CH3:34])=[C:9]([C:13]3[C:18]([CH3:19])=[CH:17][C:16]([CH3:20])=[CH:15][C:14]=3[CH3:21])[C:8]2=[O:22])=[CH:4][CH:3]=1. The catalyst class is: 4. (4) Reactant: [Cl:1][C:2]1[CH:3]=[C:4]2[C:9](=[CH:10][C:11]=1F)[O:8][CH:7]([C:13]([F:16])([F:15])[F:14])[C:6]([C:17]([O:19][CH2:20][CH3:21])=[O:18])=[CH:5]2.[CH2:22]([NH2:26])[CH:23]([CH3:25])[CH3:24].C([O-])([O-])=O.[K+].[K+]. Product: [Cl:1][C:2]1[CH:3]=[C:4]2[C:9](=[CH:10][C:11]=1[NH:26][CH2:22][CH:23]([CH3:25])[CH3:24])[O:8][CH:7]([C:13]([F:16])([F:15])[F:14])[C:6]([C:17]([O:19][CH2:20][CH3:21])=[O:18])=[CH:5]2. The catalyst class is: 3. (5) Reactant: [NH2:1][C@@H:2]([C:13]([O:15][CH2:16][CH3:17])=[O:14])[CH2:3][C:4]1[C:12]2[C:7](=[CH:8][CH:9]=[CH:10][CH:11]=2)[NH:6][CH:5]=1.Cl.[NH:19]([C:31]([O:33][CH2:34][C:35]1[CH:40]=[CH:39][CH:38]=[CH:37][CH:36]=1)=[O:32])[C@@H:20]([C:26]([O:28][CH2:29][CH3:30])=[O:27])[CH2:21][CH2:22][C:23](=O)[OH:24].C1C=C2N=NN(O)C2=CC=1.O.CCN=C=NCCCN(C)C.Cl.CCN(C(C)C)C(C)C. Product: [NH:19]([C:31]([O:33][CH2:34][C:35]1[CH:36]=[CH:37][CH:38]=[CH:39][CH:40]=1)=[O:32])[C@@H:20]([C:26]([O:28][CH2:29][CH3:30])=[O:27])[CH2:21][CH2:22][C:23]([NH:1][C@@H:2]([C:13]([O:15][CH2:16][CH3:17])=[O:14])[CH2:3][C:4]1[C:12]2[C:7](=[CH:8][CH:9]=[CH:10][CH:11]=2)[NH:6][CH:5]=1)=[O:24]. The catalyst class is: 4.